The task is: Predict the product of the given reaction.. This data is from Forward reaction prediction with 1.9M reactions from USPTO patents (1976-2016). (1) Given the reactants [CH3:1][O:2][C:3]1[CH:8]=[CH:7][C:6]([N:9]([CH2:22][C:23]2[CH:28]=[CH:27][C:26]([O:29]C3CCCCO3)=[CH:25][CH:24]=2)[S:10]([C:13]2[C:18]([CH3:19])=[CH:17][C:16]([CH3:20])=[CH:15][C:14]=2[CH3:21])(=[O:12])=[O:11])=[CH:5][CH:4]=1.Cl, predict the reaction product. The product is: [OH:29][C:26]1[CH:25]=[CH:24][C:23]([CH2:22][N:9]([C:6]2[CH:5]=[CH:4][C:3]([O:2][CH3:1])=[CH:8][CH:7]=2)[S:10]([C:13]2[C:18]([CH3:19])=[CH:17][C:16]([CH3:20])=[CH:15][C:14]=2[CH3:21])(=[O:12])=[O:11])=[CH:28][CH:27]=1. (2) Given the reactants [O:1]=[C:2]1[C:7]([CH2:8][C:9]([OH:11])=[O:10])=[CH:6][C:5](=[O:12])[NH:4][NH:3]1.[CH3:13]O.Cl, predict the reaction product. The product is: [CH3:13][O:10][C:9](=[O:11])[CH2:8][C:7]1[C:2](=[O:1])[NH:3][NH:4][C:5](=[O:12])[CH:6]=1. (3) Given the reactants [O:1]([C:8]1[CH:9]=[C:10]([C:14]2[CH:18]=[C:17]([CH:19](C)[CH2:20][CH:21]=O)[O:16][N:15]=2)[CH:11]=[CH:12][CH:13]=1)[C:2]1[CH:7]=[CH:6][CH:5]=[CH:4][CH:3]=1.[CH2:24]([N:31]1[CH2:36][CH2:35][NH:34][CH2:33][CH2:32]1)[C:25]1[CH:30]=[CH:29][CH:28]=[CH:27][CH:26]=1.[BH-](OC(C)=O)(OC(C)=O)O[C:39](C)=O.[Na+].C(O)(=O)C, predict the reaction product. The product is: [CH2:24]([N:31]1[CH2:36][CH2:35][N:34]([CH2:39][CH2:21][CH2:20][CH2:19][C:17]2[O:16][N:15]=[C:14]([C:10]3[CH:11]=[CH:12][CH:13]=[C:8]([O:1][C:2]4[CH:3]=[CH:4][CH:5]=[CH:6][CH:7]=4)[CH:9]=3)[CH:18]=2)[CH2:33][CH2:32]1)[C:25]1[CH:26]=[CH:27][CH:28]=[CH:29][CH:30]=1. (4) Given the reactants [CH3:1][NH:2][C:3](=[O:5])[CH3:4].[H-].[Na+].[F:8][C:9]1[CH:16]=[CH:15][C:12]([CH2:13]Br)=[CH:11][CH:10]=1.[NH4+].[Cl-], predict the reaction product. The product is: [CH3:1][N:2]([CH2:13][C:12]1[CH:15]=[CH:16][C:9]([F:8])=[CH:10][CH:11]=1)[C:3](=[O:5])[CH3:4]. (5) Given the reactants [CH3:1][O:2][C:3]1[N:8]=[C:7]2[C:9]([C:13]3[N:23]([S:24]([C:27]4[CH:32]=[CH:31][C:30]([CH3:33])=[CH:29][CH:28]=4)(=[O:26])=[O:25])[C:16]4[N:17]=[CH:18][CH:19]=[C:20]([CH:21]=O)[C:15]=4[CH:14]=3)=[CH:10][N:11]([CH3:12])[C:6]2=[CH:5][C:4]=1[O:34][CH3:35].[N:36]1([CH2:42][CH2:43][CH2:44][NH2:45])[CH2:41][CH2:40][CH2:39][CH2:38][CH2:37]1, predict the reaction product. The product is: [CH3:1][O:2][C:3]1[N:8]=[C:7]2[C:9]([C:13]3[N:23]([S:24]([C:27]4[CH:32]=[CH:31][C:30]([CH3:33])=[CH:29][CH:28]=4)(=[O:26])=[O:25])[C:16]4=[N:17][CH:18]=[CH:19][C:20]([CH2:21][NH:45][CH2:44][CH2:43][CH2:42][N:36]5[CH2:41][CH2:40][CH2:39][CH2:38][CH2:37]5)=[C:15]4[CH:14]=3)=[CH:10][N:11]([CH3:12])[C:6]2=[CH:5][C:4]=1[O:34][CH3:35]. (6) The product is: [ClH:18].[CH2:11]1[C@H:10]2[CH2:9][NH:8][CH2:17][CH2:16][N:15]2[CH2:14][CH2:13][O:12]1. Given the reactants C1(C[N:8]2[CH2:17][CH2:16][N:15]3[C@@H:10]([CH2:11][O:12][CH2:13][CH2:14]3)[CH2:9]2)C=CC=CC=1.[ClH:18].[H][H], predict the reaction product. (7) Given the reactants [C:1]1([C:7]([C:9]2[N:17](S(C3C=CC=CC=3)(=O)=O)[C:12]3=[CH:13][N:14]=[CH:15][CH:16]=[C:11]3[CH:10]=2)=[O:8])[CH:6]=[CH:5][CH:4]=[CH:3][CH:2]=1.[OH-].[Na+], predict the reaction product. The product is: [C:1]1([C:7]([C:9]2[NH:17][C:12]3=[CH:13][N:14]=[CH:15][CH:16]=[C:11]3[CH:10]=2)=[O:8])[CH:2]=[CH:3][CH:4]=[CH:5][CH:6]=1.